From a dataset of NCI-60 drug combinations with 297,098 pairs across 59 cell lines. Regression. Given two drug SMILES strings and cell line genomic features, predict the synergy score measuring deviation from expected non-interaction effect. (1) Drug 2: C(CCl)NC(=O)N(CCCl)N=O. Synergy scores: CSS=-0.783, Synergy_ZIP=-6.05, Synergy_Bliss=-12.6, Synergy_Loewe=-17.9, Synergy_HSA=-12.3. Cell line: CAKI-1. Drug 1: C1CCC(C1)C(CC#N)N2C=C(C=N2)C3=C4C=CNC4=NC=N3. (2) Drug 1: C1CC(=O)NC(=O)C1N2CC3=C(C2=O)C=CC=C3N. Drug 2: C1=CC(=CC=C1C#N)C(C2=CC=C(C=C2)C#N)N3C=NC=N3. Cell line: TK-10. Synergy scores: CSS=2.98, Synergy_ZIP=1.13, Synergy_Bliss=3.31, Synergy_Loewe=-1.35, Synergy_HSA=3.11.